This data is from Forward reaction prediction with 1.9M reactions from USPTO patents (1976-2016). The task is: Predict the product of the given reaction. (1) Given the reactants Cl[C:2]1[C:3]2[N:11]=[C:10]([Cl:12])[CH:9]=[CH:8][C:4]=2[N:5]=[CH:6][N:7]=1.[NH:13]1[CH2:18][CH2:17][O:16][CH2:15][CH2:14]1, predict the reaction product. The product is: [Cl:12][C:10]1[CH:9]=[CH:8][C:4]2[N:5]=[CH:6][N:7]=[C:2]([N:13]3[CH2:18][CH2:17][O:16][CH2:15][CH2:14]3)[C:3]=2[N:11]=1. (2) Given the reactants Cl[CH2:2][CH:3]=[CH:4][C:5]1[S:6][CH:7]=[C:8]([C:10]2[CH:15]=[CH:14][C:13]([F:16])=[CH:12][CH:11]=2)[N:9]=1.[NH:17]1[C:21](=[O:22])[CH2:20][CH2:19][C:18]1=[O:23], predict the reaction product. The product is: [F:16][C:13]1[CH:14]=[CH:15][C:10]([C:8]2[N:9]=[C:5]([CH:4]=[CH:3][CH2:2][N:17]3[C:21](=[O:22])[CH2:20][CH2:19][C:18]3=[O:23])[S:6][CH:7]=2)=[CH:11][CH:12]=1. (3) Given the reactants C([O:9][C@@H:10]1[C@@H:42]([O:43]C(=O)C2C=CC=CC=2)[C@H:41]([O:52]C(=O)C2C=CC=CC=2)[C@@H:40]([C@@H:61]([CH3:71])[O:62]C(=O)C2C=CC=CC=2)[O:39][C@H:11]1[O:12][C:13]1[CH:18]=[C:17]([NH:19][C:20](OCC2C=CC=CC=2)=O)[CH:16]=[CH:15][C:14]=1[CH2:30][C:31]1[CH:36]=[CH:35][C:34]([CH2:37][CH3:38])=[CH:33][CH:32]=1)(=O)C1C=CC=CC=1.CI.[H-].[Na+].C(=O)([O-])[O-].[K+].[K+], predict the reaction product. The product is: [O:12]([C:13]1[CH:18]=[C:17]([NH:19][CH3:20])[CH:16]=[CH:15][C:14]=1[CH2:30][C:31]1[CH:32]=[CH:33][C:34]([CH2:37][CH3:38])=[CH:35][CH:36]=1)[C@@H:11]1[O:39][C@H:40]([C@@H:61]([CH3:71])[OH:62])[C@@H:41]([OH:52])[C@H:42]([OH:43])[C@H:10]1[OH:9].